This data is from M1 muscarinic receptor antagonist screen with 61,756 compounds. The task is: Binary Classification. Given a drug SMILES string, predict its activity (active/inactive) in a high-throughput screening assay against a specified biological target. (1) The molecule is O=c1[nH]c(=O)n(c2nc(N3CCC(CC3)Cc3ccccc3)n(c12)CC(C)=C)C. The result is 0 (inactive). (2) The result is 0 (inactive). The drug is O(c1c(c2[nH]c3c(n(c(=O)n(c3=O)C)C)n2)cccc1)CC. (3) The molecule is s1\c(n(c2c1ccc(OC)c2)CC)=C/C(=O)CC. The result is 0 (inactive). (4) The drug is s1c(C(N2CCN(CC2)Cc2ccccc2)c2cc(OC)c(OC)cc2)c(O)n2nc(nc12)C. The result is 0 (inactive). (5) The compound is O(CCCCC)c1ccc(NC(=O)CCCC(O)=O)cc1. The result is 0 (inactive). (6) The compound is O(c1c(N2CCN(CC2)Cc2c3c(c(OC)cc2)cccc3)cccc1)C. The result is 0 (inactive). (7) The compound is O=C(N1CCC(n2nnc3c2ccc(c3)C)CC1)C1CCCCC1. The result is 0 (inactive). (8) The molecule is O=C(N1CCN(CC1)c1c(c(ccc1)C)C)c1ccc(N2CCCC2=O)cc1. The result is 0 (inactive). (9) The molecule is o1c2c(nc(nc2Nc2cc3OCCOc3cc2)C)c2c1cccc2. The result is 0 (inactive).